Dataset: Forward reaction prediction with 1.9M reactions from USPTO patents (1976-2016). Task: Predict the product of the given reaction. (1) Given the reactants [F:1][C:2]1[CH:7]=[CH:6][C:5]([N:8]2[C:16]3[C:11](=[CH:12][C:13]([CH:17]=[O:18])=[CH:14][CH:15]=3)[CH:10]=[N:9]2)=[CH:4][CH:3]=1.[CH2:19]([Mg]Br)[C:20]1[CH:25]=[CH:24][CH:23]=[CH:22][CH:21]=1, predict the reaction product. The product is: [F:1][C:2]1[CH:3]=[CH:4][C:5]([N:8]2[C:16]3[C:11](=[CH:12][C:13]([CH:17]([OH:18])[CH2:19][C:20]4[CH:25]=[CH:24][CH:23]=[CH:22][CH:21]=4)=[CH:14][CH:15]=3)[CH:10]=[N:9]2)=[CH:6][CH:7]=1. (2) Given the reactants C1C(=O)N([Br:8])C(=O)C1.[C:9]([O:13][C:14](=[O:21])[NH:15][C:16]1[CH:20]=[CH:19][S:18][CH:17]=1)([CH3:12])([CH3:11])[CH3:10], predict the reaction product. The product is: [C:9]([O:13][C:14](=[O:21])[NH:15][C:16]1[CH:20]=[CH:19][S:18][C:17]=1[Br:8])([CH3:12])([CH3:10])[CH3:11]. (3) The product is: [O:17]([C:14]1[CH:13]=[CH:12][C:11]([C:10]2[C:3]3[C:4](=[N:5][CH:6]=[N:7][C:2]=3[NH2:1])[N:8]([C:24]3[CH:29]=[CH:28][N:27]=[CH:26][CH:25]=3)[N:9]=2)=[CH:16][CH:15]=1)[C:18]1[CH:23]=[CH:22][CH:21]=[CH:20][CH:19]=1. Given the reactants [NH2:1][C:2]1[N:7]=[CH:6][N:5]=[C:4]2[N:8]([C:24]3[CH:29]=[CH:28][N+:27]([O-])=[CH:26][CH:25]=3)[N:9]=[C:10]([C:11]3[CH:16]=[CH:15][C:14]([O:17][C:18]4[CH:23]=[CH:22][CH:21]=[CH:20][CH:19]=4)=[CH:13][CH:12]=3)[C:3]=12.O.[PH2]([O-])=O.[Na+], predict the reaction product. (4) Given the reactants [F:1][C:2]1[C:3]([OH:28])=[C:4]([CH:25]=[CH:26][CH:27]=1)[C:5]([NH:7]/[C:8](/[CH3:24])=[C:9](\[C:12]([NH:14][CH2:15][CH2:16][C:17]1[CH:22]=[CH:21][CH:20]=[CH:19][C:18]=1[F:23])=[O:13])/[CH2:10][CH3:11])=O.[OH-].[K+].Cl, predict the reaction product. The product is: [CH2:10]([C:9]1[C:12](=[O:13])[N:14]([CH2:15][CH2:16][C:17]2[CH:22]=[CH:21][CH:20]=[CH:19][C:18]=2[F:23])[C:5]([C:4]2[CH:25]=[CH:26][CH:27]=[C:2]([F:1])[C:3]=2[OH:28])=[N:7][C:8]=1[CH3:24])[CH3:11]. (5) Given the reactants [Br:1][C:2]1[CH:9]=[CH:8][C:5]([CH:6]=O)=[CH:4][CH:3]=1.[CH3:10][C:11]1([CH3:19])[O:16][C:15](=[O:17])[CH2:14][C:13](=[O:18])[O:12]1, predict the reaction product. The product is: [Br:1][C:2]1[CH:9]=[CH:8][C:5]([CH:6]=[C:14]2[C:15](=[O:17])[O:16][C:11]([CH3:19])([CH3:10])[O:12][C:13]2=[O:18])=[CH:4][CH:3]=1. (6) Given the reactants [CH3:1][C:2]1([CH3:18])[O:6][C:5]([CH3:8])([CH3:7])[C@@H:4]([C:9]2[CH:14]=[CH:13][C:12]([N+:15]([O-])=O)=[CH:11][CH:10]=2)[O:3]1, predict the reaction product. The product is: [CH3:1][C:2]1([CH3:18])[O:3][C@H:4]([C:9]2[CH:14]=[CH:13][C:12]([NH2:15])=[CH:11][CH:10]=2)[C:5]([CH3:8])([CH3:7])[O:6]1. (7) Given the reactants C(OC([N:8]([C:26]1[CH:31]=[CH:30][C:29]([C:32]([F:35])([F:34])[F:33])=[CH:28][CH:27]=1)[CH2:9][CH:10]([O:24][CH3:25])[CH2:11][O:12][C:13]1[CH:23]=[CH:22][CH:21]=[CH:20][C:14]=1[CH2:15][O:16][C:17](=[O:19])[CH3:18])=O)(C)(C)C.FC(F)(F)C(O)=O, predict the reaction product. The product is: [CH3:25][O:24][CH:10]([CH2:9][NH:8][C:26]1[CH:27]=[CH:28][C:29]([C:32]([F:33])([F:35])[F:34])=[CH:30][CH:31]=1)[CH2:11][O:12][C:13]1[CH:23]=[CH:22][CH:21]=[CH:20][C:14]=1[CH2:15][O:16][C:17](=[O:19])[CH3:18]. (8) The product is: [C:1]1([C:13]([NH:15][CH2:16][C:17]2[CH:18]=[CH:19][C:20]([C:21]([OH:23])=[O:22])=[CH:25][CH:26]=2)=[O:14])[C:11]2=[C:12]3[C:7](=[CH:8][CH:9]=[CH:10]2)[CH2:6][CH2:5][CH2:4][N:3]3[CH:2]=1. Given the reactants [C:1]1([C:13]([NH:15][CH2:16][C:17]2[CH:26]=[CH:25][C:20]([C:21]([O:23]C)=[O:22])=[CH:19][CH:18]=2)=[O:14])[C:11]2=[C:12]3[C:7](=[CH:8][CH:9]=[CH:10]2)[CH2:6][CH2:5][CH2:4][N:3]3[CH:2]=1.C1COCC1.[OH-].[K+].Cl, predict the reaction product. (9) Given the reactants O1C=CC(C2C(OC)=C(C(CS(C3C=CC=CC=3)(=[N:19][C:20](=[O:25])[C:21]([F:24])([F:23])[F:22])=O)=CC=2)C(OC)=O)=C1.[C:34]1([S:40]([CH2:42][C:43]2[C:48]([C:49]([O:51][C:52]([CH3:55])([CH3:54])[CH3:53])=[O:50])=[C:47]([O:56][CH3:57])[C:46]([C:58]3[CH:62]=[CH:61][O:60][CH:59]=3)=[CH:45][CH:44]=2)=[O:41])[CH:39]=[CH:38][CH:37]=[CH:36][CH:35]=1, predict the reaction product. The product is: [O:60]1[CH:61]=[CH:62][C:58]([C:46]2[C:47]([O:56][CH3:57])=[C:48]([C:43]([CH2:42][S:40]([C:34]3[CH:39]=[CH:38][CH:37]=[CH:36][CH:35]=3)(=[N:19][C:20](=[O:25])[C:21]([F:24])([F:23])[F:22])=[O:41])=[CH:44][CH:45]=2)[C:49]([O:51][C:52]([CH3:55])([CH3:54])[CH3:53])=[O:50])=[CH:59]1. (10) Given the reactants [C:1]([C:3]1[O:7][C:6]([S:8]([NH2:11])(=[O:10])=[O:9])=[CH:5][CH:4]=1)#[N:2].Cl[C:13]1[CH:18]=[C:17]([O:19][C@H:20]([CH3:42])[CH2:21][O:22][C:23]([C:36]2[CH:41]=[CH:40][CH:39]=[CH:38][CH:37]=2)([C:30]2[CH:35]=[CH:34][CH:33]=[CH:32][CH:31]=2)[C:24]2[CH:29]=[CH:28][CH:27]=[CH:26][CH:25]=2)[N:16]=[C:15]([S:43][CH2:44][C:45]2[CH:50]=[CH:49][CH:48]=[C:47]([F:51])[C:46]=2[F:52])[N:14]=1.FC1C(F)=CC=CC=1CSC1N=C(NS(C2C=CN=CC=2)(=O)=O)C=C(O[C@H](C)CO)N=1, predict the reaction product. The product is: [C:1]([C:3]1[O:7][C:6]([S:8]([NH:11][C:13]2[CH:18]=[C:17]([O:19][C@H:20]([CH3:42])[CH2:21][O:22][C:23]([C:36]3[CH:37]=[CH:38][CH:39]=[CH:40][CH:41]=3)([C:30]3[CH:35]=[CH:34][CH:33]=[CH:32][CH:31]=3)[C:24]3[CH:25]=[CH:26][CH:27]=[CH:28][CH:29]=3)[N:16]=[C:15]([S:43][CH2:44][C:45]3[CH:50]=[CH:49][CH:48]=[C:47]([F:51])[C:46]=3[F:52])[N:14]=2)(=[O:10])=[O:9])=[CH:5][CH:4]=1)#[N:2].